From a dataset of Reaction yield outcomes from USPTO patents with 853,638 reactions. Predict the reaction yield, written as a fraction of the theoretical maximum amount of product (1.0 means a 100% yield; for example, 0.34 means a 34% yield). (1) The reactants are [O:1]=[C:2]1[C:10]2[C:5](=[CH:6][CH:7]=[CH:8][CH:9]=2)[C:4](=[O:11])[N:3]1[CH2:12][CH:13]=O.Cl.[C:16]([O:20][C:21](=[O:28])[C@H:22]([C:24]([CH3:27])([CH3:26])[CH3:25])[NH2:23])([CH3:19])([CH3:18])[CH3:17].[Na]. The catalyst is O1CCCC1.C(OCC)(=O)C. The product is [O:11]=[C:4]1[C:5]2[C:10](=[CH:9][CH:8]=[CH:7][CH:6]=2)[C:2](=[O:1])[N:3]1[CH2:12][CH2:13][NH:23][C@H:22]([C:21]([O:20][C:16]([CH3:19])([CH3:18])[CH3:17])=[O:28])[C:24]([CH3:27])([CH3:25])[CH3:26]. The yield is 0.982. (2) The catalyst is CN(C=O)C. The yield is 0.520. The product is [NH:29]=[C:28]1[C:24]2([CH2:27][CH2:26][CH2:25]2)[N:23]([C:20]2[CH:19]=[CH:18][C:17]([CH3:16])=[CH:22][CH:21]=2)[C:2](=[S:3])[N:1]1[C:4]1[CH:11]=[CH:10][C:7]([C:8]#[N:9])=[C:6]([C:12]([F:13])([F:15])[F:14])[CH:5]=1. The reactants are [N:1]([C:4]1[CH:11]=[CH:10][C:7]([C:8]#[N:9])=[C:6]([C:12]([F:15])([F:14])[F:13])[CH:5]=1)=[C:2]=[S:3].[CH3:16][C:17]1[CH:22]=[CH:21][C:20]([NH:23][C:24]2([C:28]#[N:29])[CH2:27][CH2:26][CH2:25]2)=[CH:19][CH:18]=1. (3) The reactants are [Br:1][C:2]1[C:7]([NH:8][S:9]([C:12]2[CH:17]=[CH:16][C:15]([C:18]([CH3:21])([CH3:20])[CH3:19])=[CH:14][CH:13]=2)(=[O:11])=[O:10])=[CH:6][C:5]([Cl:22])=[CH:4][N:3]=1.C([O-])([O-])=O.[K+].[K+].[CH3:29][O:30][CH2:31]Cl. The catalyst is C1COCC1. The product is [Br:1][C:2]1[C:7]([N:8]([CH2:29][O:30][CH3:31])[S:9]([C:12]2[CH:17]=[CH:16][C:15]([C:18]([CH3:19])([CH3:21])[CH3:20])=[CH:14][CH:13]=2)(=[O:11])=[O:10])=[CH:6][C:5]([Cl:22])=[CH:4][N:3]=1. The yield is 0.860. (4) The reactants are [CH2:1]([C@@H:3]1[CH2:7][CH2:6][CH2:5][NH:4]1)[CH3:2].[Cl:8][C:9]1[CH:14]=[C:13](Cl)[N:12]=[C:11]([NH2:16])[N:10]=1.CCN(CC)CC. The catalyst is CC#N. The product is [Cl:8][C:9]1[CH:14]=[C:13]([N:4]2[CH2:5][CH2:6][CH2:7][C@H:3]2[CH2:1][CH3:2])[N:12]=[C:11]([NH2:16])[N:10]=1. The yield is 0.700. (5) The reactants are [C:1]12(O)[CH2:10][CH:5]3[CH2:6][CH:7]([CH2:9][CH:3]([CH2:4]3)[CH2:2]1)[CH2:8]2.O.[C:13]1([CH3:23])[CH:18]=[CH:17][C:16](S(O)(=O)=O)=[CH:15][CH:14]=1.[C:24]1([CH:31]=[CH:30][CH:29]=[C:27]([OH:28])[CH:26]=1)[OH:25].[CH3:32][CH2:33][CH2:34]CCCC. No catalyst specified. The product is [C:1]12([C:29]3[CH:30]=[C:31]([C:13]45[CH2:18][CH:17]6[CH2:32][CH:33]([CH2:34][CH:15]([CH2:16]6)[CH2:14]4)[CH2:23]5)[C:24]([OH:25])=[CH:26][C:27]=3[OH:28])[CH2:10][CH:5]3[CH2:6][CH:7]([CH2:9][CH:3]([CH2:4]3)[CH2:2]1)[CH2:8]2. The yield is 0.860.